From a dataset of Full USPTO retrosynthesis dataset with 1.9M reactions from patents (1976-2016). Predict the reactants needed to synthesize the given product. (1) Given the product [F:1][C:2]1[CH:7]=[CH:6][C:5]([F:8])=[CH:4][C:3]=1[C:9]1[CH2:13][N:12]([CH2:14][CH2:37][S:39]([CH3:42])(=[O:41])=[O:40])[C@H:11]([C:21]2[CH:22]=[CH:23][CH:24]=[CH:25][CH:26]=2)[CH:10]=1, predict the reactants needed to synthesize it. The reactants are: [F:1][C:2]1[CH:7]=[CH:6][C:5]([F:8])=[CH:4][C:3]=1[C:9]1[CH2:13][N:12]([C:14](OC(C)(C)C)=O)[C@H:11]([C:21]2[CH:26]=[CH:25][CH:24]=[CH:23][CH:22]=2)[CH:10]=1.ClCCl.FC(F)(F)C(O)=O.[CH:37]([S:39]([CH3:42])(=[O:41])=[O:40])=C. (2) Given the product [OH:23][C:22]1[C:21]2[C:16](=[CH:17][CH:18]=[CH:19][CH:20]=2)[C:15]([CH3:29])([CH2:24][CH2:25][CH:26]([CH3:28])[CH3:27])[C:14](=[O:30])[C:13]=1[C:8]1[NH:7][C:6]2[CH:31]=[CH:32][C:3]([NH:2][S:33]([CH3:36])(=[O:35])=[O:34])=[CH:4][C:5]=2[S:10](=[O:12])(=[O:11])[N:9]=1, predict the reactants needed to synthesize it. The reactants are: Cl.[NH2:2][C:3]1[CH:32]=[CH:31][C:6]2[NH:7][C:8]([C:13]3[C:14](=[O:30])[C:15]([CH3:29])([CH2:24][CH2:25][CH:26]([CH3:28])[CH3:27])[C:16]4[C:21]([C:22]=3[OH:23])=[CH:20][CH:19]=[CH:18][CH:17]=4)=[N:9][S:10](=[O:12])(=[O:11])[C:5]=2[CH:4]=1.[S:33](Cl)([CH3:36])(=[O:35])=[O:34].N1C=CC=CC=1. (3) Given the product [CH3:1][C:2]1[N:6]=[C:5]([C:7]2[S:11][C:10]([NH:12][C:19](=[O:22])[CH2:20][CH3:21])=[N:9][C:8]=2[C:13]2[CH:14]=[CH:15][CH:16]=[CH:17][CH:18]=2)[O:4][N:3]=1, predict the reactants needed to synthesize it. The reactants are: [CH3:1][C:2]1[N:6]=[C:5]([C:7]2[S:11][C:10]([NH2:12])=[N:9][C:8]=2[C:13]2[CH:18]=[CH:17][CH:16]=[CH:15][CH:14]=2)[O:4][N:3]=1.[C:19](Cl)(=[O:22])[CH2:20][CH3:21]. (4) Given the product [C:16]([O:19][CH:2]([CH3:15])[C:3]([C:5]1[C:14]2[C:9](=[CH:10][CH:11]=[CH:12][CH:13]=2)[CH:8]=[CH:7][CH:6]=1)=[O:4])(=[O:18])[CH3:17], predict the reactants needed to synthesize it. The reactants are: Br[CH:2]([CH3:15])[C:3]([C:5]1[C:14]2[C:9](=[CH:10][CH:11]=[CH:12][CH:13]=2)[CH:8]=[CH:7][CH:6]=1)=[O:4].[C:16]([O-:19])(=[O:18])[CH3:17].[Na+]. (5) Given the product [O:16]1[CH2:17][CH2:18][CH2:19][CH2:20][CH:15]1[N:12]1[CH:13]=[N:14][C:10]([C:7]2[CH:6]=[CH:5][C:4]([NH2:1])=[CH:9][CH:8]=2)=[N:11]1, predict the reactants needed to synthesize it. The reactants are: [N+:1]([C:4]1[CH:9]=[CH:8][C:7]([C:10]2[N:14]=[CH:13][N:12]([CH:15]3[CH2:20][CH2:19][CH2:18][CH2:17][O:16]3)[N:11]=2)=[CH:6][CH:5]=1)([O-])=O.[H][H]. (6) Given the product [NH:29]1[C:37]2[C:32](=[CH:33][CH:34]=[CH:35][CH:36]=2)[C:31](/[CH:38]=[C:8]2\[O:9][C:5]3[C:4](/[CH:13]=[CH:14]\[CH2:15][CH:16]4[CH2:21][CH2:20][N:19]([C:22]([O:24][C:25]([CH3:28])([CH3:27])[CH3:26])=[O:23])[CH2:18][CH2:17]4)=[C:3]([O:2][CH3:1])[CH:12]=[CH:11][C:6]=3[C:7]\2=[O:10])=[N:30]1, predict the reactants needed to synthesize it. The reactants are: [CH3:1][O:2][C:3]1[CH:12]=[CH:11][C:6]2[C:7](=[O:10])[CH2:8][O:9][C:5]=2[C:4]=1/[CH:13]=[CH:14]\[CH2:15][CH:16]1[CH2:21][CH2:20][N:19]([C:22]([O:24][C:25]([CH3:28])([CH3:27])[CH3:26])=[O:23])[CH2:18][CH2:17]1.[NH:29]1[C:37]2[C:32](=[CH:33][CH:34]=[CH:35][CH:36]=2)[C:31]([CH:38]=O)=[N:30]1.